Predict the reactants needed to synthesize the given product. From a dataset of Full USPTO retrosynthesis dataset with 1.9M reactions from patents (1976-2016). (1) The reactants are: [CH3:1][C:2]1[CH:3]=[C:4](O)[N:5]([C:7]2[CH:12]=[CH:11][CH:10]=[CH:9][CH:8]=2)[N:6]=1.P(Cl)(Cl)([Cl:16])=O.[C:19](=[O:22])([O-])O.[Na+]. Given the product [Cl:16][C:4]1[N:5]([C:7]2[CH:12]=[CH:11][CH:10]=[CH:9][CH:8]=2)[N:6]=[C:2]([CH3:1])[C:3]=1[CH:19]=[O:22], predict the reactants needed to synthesize it. (2) The reactants are: [CH2:1]([OH:6])[C:2]([F:5])([F:4])[F:3].[H-].[Na+].Br[C:10]1[CH:11]=[C:12]2[C:22]3[C:17](=[CH:18][N:19]=[C:20]([C:23]4[CH:24]=[N:25][CH:26]=[CH:27][CH:28]=4)[CH:21]=3)[NH:16][C:13]2=[N:14][CH:15]=1. Given the product [N:25]1[CH:26]=[CH:27][CH:28]=[C:23]([C:20]2[CH:21]=[C:22]3[C:12]4[C:13](=[N:14][CH:15]=[C:10]([O:6][CH2:1][C:2]([F:5])([F:4])[F:3])[CH:11]=4)[NH:16][C:17]3=[CH:18][N:19]=2)[CH:24]=1, predict the reactants needed to synthesize it. (3) Given the product [CH3:18][NH:20][S:13]([C:10]1[CH:11]=[C:12]2[C:7]([CH2:6][CH2:5][N:4]2[C:1](=[O:3])[CH3:2])=[CH:8][C:9]=1[Br:17])(=[O:15])=[O:14], predict the reactants needed to synthesize it. The reactants are: [C:1]([N:4]1[C:12]2[C:7](=[CH:8][C:9]([Br:17])=[C:10]([S:13](Cl)(=[O:15])=[O:14])[CH:11]=2)[CH2:6][CH2:5]1)(=[O:3])[CH3:2].[CH2:18]([N:20](CC)CC)C.CN.O. (4) Given the product [F:1][C:2]1[CH:3]=[C:4]([C:10]2[CH:15]=[CH:14][C:13]([OH:16])=[CH:12][CH:11]=2)[CH:5]=[CH:6][C:7]=1[CH:8]=[N:18][OH:19], predict the reactants needed to synthesize it. The reactants are: [F:1][C:2]1[CH:3]=[C:4]([C:10]2[CH:15]=[CH:14][C:13]([OH:16])=[CH:12][CH:11]=2)[CH:5]=[CH:6][C:7]=1[CH:8]=O.Cl.[NH2:18][OH:19]. (5) Given the product [Cl:1][C:2]1[C:10]2[O:9][CH:8](/[CH:11]=[CH:12]/[C:13]([NH:31][CH2:32][C:33]3[CH:34]=[CH:35][C:36]([NH:39][C:40](=[O:46])[O:41][C:42]([CH3:43])([CH3:45])[CH3:44])=[N:37][CH:38]=3)=[O:14])[CH2:7][C:6]=2[CH:5]=[C:4]([C:16]2[CH:21]=[CH:20][CH:19]=[C:18]([S:22]([N:25]3[CH2:30][CH2:29][O:28][CH2:27][CH2:26]3)(=[O:24])=[O:23])[CH:17]=2)[CH:3]=1, predict the reactants needed to synthesize it. The reactants are: [Cl:1][C:2]1[C:10]2[O:9][CH:8](/[CH:11]=[CH:12]/[C:13](O)=[O:14])[CH2:7][C:6]=2[CH:5]=[C:4]([C:16]2[CH:21]=[CH:20][CH:19]=[C:18]([S:22]([N:25]3[CH2:30][CH2:29][O:28][CH2:27][CH2:26]3)(=[O:24])=[O:23])[CH:17]=2)[CH:3]=1.[NH2:31][CH2:32][C:33]1[CH:34]=[CH:35][C:36]([NH:39][C:40](=[O:46])[O:41][C:42]([CH3:45])([CH3:44])[CH3:43])=[N:37][CH:38]=1.CCN=C=NCCCN(C)C.C1C=CC2N(O)N=NC=2C=1.CCN(C(C)C)C(C)C. (6) Given the product [F:3][C:4]1[CH:13]=[C:12]2[C:7]([CH:8]=[CH:9][CH:10]=[N:11]2)=[CH:6][C:5]=1[CH2:14][C:15]1[N:19]2[N:20]=[C:21]([C:24]3[CH:25]=[N:26][N:27]([CH:29]4[CH2:34][CH2:33][N:32]([CH3:38])[CH2:31][CH2:30]4)[CH:28]=3)[CH:22]=[CH:23][C:18]2=[N:17][CH:16]=1, predict the reactants needed to synthesize it. The reactants are: CO.[F:3][C:4]1[CH:13]=[C:12]2[C:7]([CH:8]=[CH:9][CH:10]=[N:11]2)=[CH:6][C:5]=1[CH2:14][C:15]1[N:19]2[N:20]=[C:21]([C:24]3[CH:25]=[N:26][N:27]([CH:29]4[CH2:34][CH2:33][NH:32][CH2:31][CH2:30]4)[CH:28]=3)[CH:22]=[CH:23][C:18]2=[N:17][CH:16]=1.C=O.[BH3-][C:38]#N.[Na+]. (7) Given the product [Si:1]([O:18][CH2:19][CH2:20][CH:21]([N:25]1[CH:30]=[C:29]([O:31][CH3:32])[C:28]([C:33]2[CH:38]=[C:37]([Cl:39])[CH:36]=[CH:35][C:34]=2[C:40]#[N:41])=[CH:27][C:26]1=[O:42])[C:22]([NH:43][C:44]1[CH:45]=[CH:46][C:47]([C:48]([O:50][CH2:51][CH3:52])=[O:49])=[CH:53][CH:54]=1)=[O:24])([C:14]([CH3:16])([CH3:17])[CH3:15])([C:2]1[CH:7]=[CH:6][CH:5]=[CH:4][CH:3]=1)[C:8]1[CH:9]=[CH:10][CH:11]=[CH:12][CH:13]=1, predict the reactants needed to synthesize it. The reactants are: [Si:1]([O:18][CH2:19][CH2:20][CH:21]([N:25]1[CH:30]=[C:29]([O:31][CH3:32])[C:28]([C:33]2[CH:38]=[C:37]([Cl:39])[CH:36]=[CH:35][C:34]=2[C:40]#[N:41])=[CH:27][C:26]1=[O:42])[C:22]([OH:24])=O)([C:14]([CH3:17])([CH3:16])[CH3:15])([C:8]1[CH:13]=[CH:12][CH:11]=[CH:10][CH:9]=1)[C:2]1[CH:7]=[CH:6][CH:5]=[CH:4][CH:3]=1.[NH2:43][C:44]1[CH:54]=[CH:53][C:47]([C:48]([O:50][CH2:51][CH3:52])=[O:49])=[CH:46][CH:45]=1.CC(C)N=C=NC(C)C.